Dataset: Forward reaction prediction with 1.9M reactions from USPTO patents (1976-2016). Task: Predict the product of the given reaction. (1) Given the reactants Cl.O.[OH:3][C:4]12[C:15]3[C:10](=[C:11]([N+:16]([O-])=O)[CH:12]=[CH:13][CH:14]=3)[C:9](=[O:19])[C:8]1([NH:20][C:21](=[O:30])[C:22]1[CH:27]=[C:26]([O:28][CH3:29])[CH:25]=[N:24][CH:23]=1)[C:7]1[CH:31]=[CH:32][C:33]([CH:35]([CH3:37])[CH3:36])=[CH:34][C:6]=1[O:5]2, predict the reaction product. The product is: [NH2:16][C:11]1[CH:12]=[CH:13][CH:14]=[C:15]2[C:10]=1[C:9](=[O:19])[C:8]1([NH:20][C:21](=[O:30])[C:22]3[CH:27]=[C:26]([O:28][CH3:29])[CH:25]=[N:24][CH:23]=3)[C:7]3[CH:31]=[CH:32][C:33]([CH:35]([CH3:37])[CH3:36])=[CH:34][C:6]=3[O:5][C:4]12[OH:3]. (2) Given the reactants [CH:1]12[CH2:7][CH:4]([CH2:5][CH2:6]1)[CH2:3][CH:2]2[NH:8][C:9]1[CH:14]=[CH:13][C:12]([N+:15]([O-])=O)=[CH:11][N:10]=1.[C:18]1([C:24]2[O:25][C:26]([C:32]([F:35])([F:34])[F:33])=[C:27]([C:29](O)=[O:30])[N:28]=2)[CH:23]=[CH:22][CH:21]=[CH:20][CH:19]=1.CCN(CC)CC.F[P-](F)(F)(F)(F)F.N1(O[P+](N(C)C)(N(C)C)N(C)C)C2C=CC=CC=2N=N1, predict the reaction product. The product is: [CH:1]12[CH2:7][CH:4]([CH2:5][CH2:6]1)[CH2:3][CH:2]2[NH:8][C:9]1[N:10]=[CH:11][C:12]([NH:15][C:29]([C:27]2[N:28]=[C:24]([C:18]3[CH:23]=[CH:22][CH:21]=[CH:20][CH:19]=3)[O:25][C:26]=2[C:32]([F:34])([F:35])[F:33])=[O:30])=[CH:13][CH:14]=1. (3) The product is: [CH2:30]([O:28][C:25]1[N:26]=[CH:27][C:22]([C:20]2[CH:19]=[CH:18][N:17]3[C:13]([C:11]4[CH:10]=[CH:9][N:8]=[C:7]([C:1]5[CH:2]=[CH:3][CH:4]=[CH:5][CH:6]=5)[CH:12]=4)=[CH:14][N:15]=[C:16]3[CH:21]=2)=[CH:23][CH:24]=1)[CH3:31]. Given the reactants [C:1]1([C:7]2[CH:12]=[C:11]([C:13]3[N:17]4[CH:18]=[CH:19][C:20]([C:22]5[CH:23]=[CH:24][C:25](=[O:28])[NH:26][CH:27]=5)=[CH:21][C:16]4=[N:15][CH:14]=3)[CH:10]=[CH:9][N:8]=2)[CH:6]=[CH:5][CH:4]=[CH:3][CH:2]=1.I[CH2:30][CH3:31].[I-].[Na+].C(=O)([O-])[O-].[Cs+].[Cs+], predict the reaction product. (4) Given the reactants [Cl:1][C:2]1[CH:27]=[C:26]([Cl:28])[CH:25]=[CH:24][C:3]=1[O:4][C:5]1[CH:10]=[CH:9][CH:8]=[CH:7][C:6]=1[NH:11][S:12]([C:15]1[CH:23]=[CH:22][C:18]([C:19]([OH:21])=O)=[CH:17][CH:16]=1)(=[O:14])=[O:13].[CH3:29][N:30]([C:40]1[CH:45]=[CH:44][CH:43]=[CH:42][CH:41]=1)[C:31](=[O:39])[CH2:32][N:33]1[CH2:38][CH2:37][NH:36][CH2:35][CH2:34]1, predict the reaction product. The product is: [Cl:1][C:2]1[CH:27]=[C:26]([Cl:28])[CH:25]=[CH:24][C:3]=1[O:4][C:5]1[CH:10]=[CH:9][CH:8]=[CH:7][C:6]=1[NH:11][S:12]([C:15]1[CH:16]=[CH:17][C:18]([C:19]([N:36]2[CH2:37][CH2:38][N:33]([CH2:32][C:31]([N:30]([CH3:29])[C:40]3[CH:45]=[CH:44][CH:43]=[CH:42][CH:41]=3)=[O:39])[CH2:34][CH2:35]2)=[O:21])=[CH:22][CH:23]=1)(=[O:13])=[O:14]. (5) Given the reactants [CH2:1]([N:8]([CH2:30][C@H:31]1[CH2:35][O:34]C(C)(C)[O:32]1)[CH2:9][C:10]1[C:14]2[N:15]=[CH:16][N:17]=[C:18]([O:19]C)[C:13]=2[N:12](COCC2C=CC=CC=2)[CH:11]=1)[C:2]1[CH:7]=[CH:6][CH:5]=[CH:4][CH:3]=1.C(Cl)Cl, predict the reaction product. The product is: [CH2:1]([N:8]([CH2:9][C:10]1[C:14]2[N:15]=[CH:16][N:17]=[C:18]([OH:19])[C:13]=2[NH:12][CH:11]=1)[CH2:30][C@H:31]([OH:32])[CH2:35][OH:34])[C:2]1[CH:7]=[CH:6][CH:5]=[CH:4][CH:3]=1. (6) Given the reactants [F:1][C:2]1[CH:7]=[CH:6][C:5]([CH3:8])=[CH:4][C:3]=1[NH:9][C:10]([NH:12][C:13]1[CH:33]=[CH:32][C:16]([O:17][C:18]2[CH:23]=[CH:22][N:21]=[C:20]([C:24]3[CH:25]=[C:26]([C:29](O)=[O:30])[S:27][CH:28]=3)[CH:19]=2)=[CH:15][CH:14]=1)=[O:11].CN(C(ON1N=NC2C=CC=NC1=2)=[N+](C)C)C.F[P-](F)(F)(F)(F)F.C(N(CC)C(C)C)(C)C.Cl.[CH3:68][O:69][C:70](=[O:73])[CH2:71][NH2:72].Cl, predict the reaction product. The product is: [F:1][C:2]1[CH:7]=[CH:6][C:5]([CH3:8])=[CH:4][C:3]=1[NH:9][C:10]([NH:12][C:13]1[CH:33]=[CH:32][C:16]([O:17][C:18]2[CH:23]=[CH:22][N:21]=[C:20]([C:24]3[CH:25]=[C:26]([C:29]([NH:72][CH2:71][C:70]([O:69][CH3:68])=[O:73])=[O:30])[S:27][CH:28]=3)[CH:19]=2)=[CH:15][CH:14]=1)=[O:11].